From a dataset of Forward reaction prediction with 1.9M reactions from USPTO patents (1976-2016). Predict the product of the given reaction. (1) The product is: [OH:24][C@@H:22]([C:11]1[N:10]([C@H:7]2[CH2:8][CH2:9][C@H:4]([NH:3][CH2:28][CH2:27][C:26]#[N:25])[CH2:5][CH2:6]2)[C:14]2=[C:15]3[S:21][CH:20]=[CH:19][C:16]3=[N:17][CH:18]=[C:13]2[N:12]=1)[CH3:23]. Given the reactants Cl.Cl.[NH2:3][CH:4]1[CH2:9][CH2:8][CH:7]([N:10]2[C:14]3=[C:15]4[S:21][CH:20]=[CH:19][C:16]4=[N:17][CH:18]=[C:13]3[N:12]=[C:11]2[C@H:22]([OH:24])[CH3:23])[CH2:6][CH2:5]1.[N:25]12[CH2:28][CH2:27][CH2:26][N:25]=C1CC[CH2:28][CH2:27][CH2:26]2.C(#N)C=C.C(O)(C(F)(F)F)=O, predict the reaction product. (2) Given the reactants [NH2:1][C:2]1[CH:7]=[CH:6][C:5]([F:8])=[CH:4][C:3]=1[C:9]([OH:14])([CH2:12][CH3:13])[CH2:10][CH3:11].[C:15]([O:19][C:20](=[O:28])[NH:21][C:22]([CH3:27])([CH3:26])[CH2:23][CH:24]=O)([CH3:18])([CH3:17])[CH3:16], predict the reaction product. The product is: [C:15]([O:19][C:20](=[O:28])[NH:21][C:22]([CH3:27])([CH3:26])[CH2:23][CH2:24][NH:1][C:2]1[CH:7]=[CH:6][C:5]([F:8])=[CH:4][C:3]=1[C:9]([CH2:12][CH3:13])([OH:14])[CH2:10][CH3:11])([CH3:18])([CH3:17])[CH3:16]. (3) The product is: [Br:1][C:2]1[CH:3]=[C:4]([CH:8]=[CH:9][C:10]=1[F:11])[C:5]([O:7][CH3:17])=[O:6]. Given the reactants [Br:1][C:2]1[CH:3]=[C:4]([CH:8]=[CH:9][C:10]=1[F:11])[C:5]([OH:7])=[O:6].S(=O)(=O)(O)O.[C:17](=O)([O-])O.[Na+], predict the reaction product.